This data is from Full USPTO retrosynthesis dataset with 1.9M reactions from patents (1976-2016). The task is: Predict the reactants needed to synthesize the given product. (1) Given the product [CH3:38][C:2]1([CH3:1])[CH2:6][C:5]2[CH:7]=[C:8]([C:11]3[C:16](=[O:17])[N:15]([CH2:18][C:19]4[CH:24]=[CH:23][C:22]([C:25]5[CH:30]=[CH:29][CH:28]=[CH:27][C:26]=5[C:31]5[NH:40][C:42](=[O:45])[O:43][N:32]=5)=[CH:21][CH:20]=4)[C:14]([CH2:33][CH2:34][CH3:35])=[N:13][C:12]=3[CH2:36][CH3:37])[CH:9]=[CH:10][C:4]=2[O:3]1, predict the reactants needed to synthesize it. The reactants are: [CH3:1][C:2]1([CH3:38])[CH2:6][C:5]2[CH:7]=[C:8]([C:11]3[C:16](=[O:17])[N:15]([CH2:18][C:19]4[CH:24]=[CH:23][C:22]([C:25]5[C:26]([C:31]#[N:32])=[CH:27][CH:28]=[CH:29][CH:30]=5)=[CH:21][CH:20]=4)[C:14]([CH2:33][CH2:34][CH3:35])=[N:13][C:12]=3[CH2:36][CH3:37])[CH:9]=[CH:10][C:4]=2[O:3]1.Cl.[NH2:40]O.[C:42](=[O:45])([O-])[OH:43].[Na+]. (2) Given the product [C:1]([O:5][C:6]([N:8]1[CH2:13][CH2:12][N:11]([C:14]2[CH:19]=[C:18]([Cl:20])[N:17]=[C:16]([S:27]([CH3:23])(=[O:29])=[O:26])[N:15]=2)[CH2:10][CH2:9]1)=[O:7])([CH3:4])([CH3:2])[CH3:3], predict the reactants needed to synthesize it. The reactants are: [C:1]([O:5][C:6]([N:8]1[CH2:13][CH2:12][N:11]([C:14]2[CH:19]=[C:18]([Cl:20])[N:17]=[C:16](SC)[N:15]=2)[CH2:10][CH2:9]1)=[O:7])([CH3:4])([CH3:3])[CH3:2].[CH3:23]O.O[O:26][S:27]([O-:29])=O.[K+].S([O-])(O[O-])(=O)=O.[K+].[K+]. (3) Given the product [O:34]1[C:28]2[C:29](=[N:30][C:25]([CH2:24][NH:1][CH:2]3[CH2:3][CH2:4][N:5]([CH2:8][CH2:9][N:10]4[C:19]5[C:14](=[CH:15][CH:16]=[C:17]([O:20][CH3:21])[CH:18]=5)[N:13]=[CH:12][C:11]4=[O:22])[CH2:6][CH2:7]3)=[CH:26][CH:27]=2)[O:31][CH2:32][CH2:33]1, predict the reactants needed to synthesize it. The reactants are: [NH2:1][CH:2]1[CH2:7][CH2:6][N:5]([CH2:8][CH2:9][N:10]2[C:19]3[C:14](=[CH:15][CH:16]=[C:17]([O:20][CH3:21])[CH:18]=3)[N:13]=[CH:12][C:11]2=[O:22])[CH2:4][CH2:3]1.Br[CH2:24][C:25]1[N:30]=[C:29]2[O:31][CH2:32][CH2:33][O:34][C:28]2=[CH:27][CH:26]=1.C(=O)([O-])[O-].[K+].[K+]. (4) Given the product [CH3:8][S:9]([O:13][CH2:14][C:15]([C:17]1[CH:22]=[N:21][C:20]([CH3:23])=[CH:19][N:18]=1)=[O:16])(=[O:11])=[O:10], predict the reactants needed to synthesize it. The reactants are: C(N(CC)CC)C.[CH3:8][S:9](Cl)(=[O:11])=[O:10].[OH:13][CH2:14][C:15]([C:17]1[CH:22]=[N:21][C:20]([CH3:23])=[CH:19][N:18]=1)=[O:16].[Cl-].[NH4+]. (5) Given the product [C:37]([O:36][C:34]([N:31]1[CH2:30][CH2:29][CH:28]([C:25]2[CH:24]=[CH:23][C:22]([NH:21][C:13]3[N:12]=[C:11]([CH2:10][CH2:9][C:8]4[CH:41]=[CH:42][CH:43]=[C:44]([C:45]([F:46])([F:48])[F:47])[C:7]=4[CH2:6][C:5]([OH:49])=[O:4])[C:16]([C:17]([F:18])([F:20])[F:19])=[CH:15][N:14]=3)=[CH:27][CH:26]=2)[CH2:33][CH2:32]1)=[O:35])([CH3:40])([CH3:38])[CH3:39], predict the reactants needed to synthesize it. The reactants are: [Li+].[OH-].C[O:4][C:5](=[O:49])[CH2:6][C:7]1[C:44]([C:45]([F:48])([F:47])[F:46])=[CH:43][CH:42]=[CH:41][C:8]=1[CH2:9][CH2:10][C:11]1[C:16]([C:17]([F:20])([F:19])[F:18])=[CH:15][N:14]=[C:13]([NH:21][C:22]2[CH:27]=[CH:26][C:25]([CH:28]3[CH2:33][CH2:32][N:31]([C:34]([O:36][C:37]([CH3:40])([CH3:39])[CH3:38])=[O:35])[CH2:30][CH2:29]3)=[CH:24][CH:23]=2)[N:12]=1. (6) Given the product [NH2:1][C:4]1[C:5]([NH:15][C:16]([C:18]2[CH:19]=[CH:20][C:21]([N:24]3[CH2:29][CH2:28][N:27]([C:30]([O:32][C:33]([CH3:36])([CH3:35])[CH3:34])=[O:31])[CH2:26][CH2:25]3)=[N:22][CH:23]=2)=[O:17])=[N:6][N:7]([C:9]2[CH:14]=[CH:13][CH:12]=[CH:11][CH:10]=2)[CH:8]=1, predict the reactants needed to synthesize it. The reactants are: [N+:1]([C:4]1[C:5]([NH:15][C:16]([C:18]2[CH:19]=[CH:20][C:21]([N:24]3[CH2:29][CH2:28][N:27]([C:30]([O:32][C:33]([CH3:36])([CH3:35])[CH3:34])=[O:31])[CH2:26][CH2:25]3)=[N:22][CH:23]=2)=[O:17])=[N:6][N:7]([C:9]2[CH:14]=[CH:13][CH:12]=[CH:11][CH:10]=2)[CH:8]=1)([O-])=O. (7) The reactants are: Cl[C:2]1[C:11]([CH3:12])=[C:10]([Cl:13])[C:9]2[C:4](=[CH:5][C:6]([F:15])=[CH:7][C:8]=2[F:14])[N:3]=1.[CH3:16][N:17]1[C:25]2[C:20](=[C:21](B(O)O)[CH:22]=[CH:23][CH:24]=2)[CH:19]=[N:18]1.C(=O)([O-])[O-].[K+].[K+]. Given the product [Cl:13][C:10]1[C:9]2[C:4](=[CH:5][C:6]([F:15])=[CH:7][C:8]=2[F:14])[N:3]=[C:2]([C:21]2[CH:22]=[CH:23][CH:24]=[C:25]3[C:20]=2[CH:19]=[N:18][N:17]3[CH3:16])[C:11]=1[CH3:12], predict the reactants needed to synthesize it. (8) Given the product [CH2:35]([O:34][C:18]1[CH:19]=[C:20]([O:26][CH2:27][C:28]2[CH:29]=[CH:30][CH:31]=[CH:32][CH:33]=2)[C:21]([CH:23]([CH3:24])[CH3:25])=[CH:22][C:17]=1[C:16]1[O:15][N:14]=[C:13]([C:42]([NH:43][CH2:44][CH3:45])=[O:46])[C:12]=1[C:10]1[O:9][N:8]=[C:7]([CH2:6][N:47]2[CH2:52][CH2:51][CH2:50][CH2:49][CH2:48]2)[CH:11]=1)[C:36]1[CH:41]=[CH:40][CH:39]=[CH:38][CH:37]=1, predict the reactants needed to synthesize it. The reactants are: CS(O[CH2:6][C:7]1[CH:11]=[C:10]([C:12]2[C:13]([C:42](=[O:46])[NH:43][CH2:44][CH3:45])=[N:14][O:15][C:16]=2[C:17]2[CH:22]=[C:21]([CH:23]([CH3:25])[CH3:24])[C:20]([O:26][CH2:27][C:28]3[CH:33]=[CH:32][CH:31]=[CH:30][CH:29]=3)=[CH:19][C:18]=2[O:34][CH2:35][C:36]2[CH:41]=[CH:40][CH:39]=[CH:38][CH:37]=2)[O:9][N:8]=1)(=O)=O.[NH:47]1[CH2:52][CH2:51][CH2:50][CH2:49][CH2:48]1.